This data is from Full USPTO retrosynthesis dataset with 1.9M reactions from patents (1976-2016). The task is: Predict the reactants needed to synthesize the given product. (1) Given the product [C:28]1([S:25]([NH:24][C@@H:22]([CH3:23])[C:21]([NH:20][C@@H:10]([CH2:11][C:12]2[CH:13]=[CH:14][C:15]([O:18][CH3:19])=[CH:16][CH:17]=2)[C:9]([OH:35])=[O:8])=[O:34])(=[O:27])=[O:26])[CH:29]=[CH:30][CH:31]=[CH:32][CH:33]=1, predict the reactants needed to synthesize it. The reactants are: C([O:8][C:9](=[O:35])[C@@H:10]([NH:20][C:21](=[O:34])[C@@H:22]([NH:24][S:25]([C:28]1[CH:33]=[CH:32][CH:31]=[CH:30][CH:29]=1)(=[O:27])=[O:26])[CH3:23])[CH2:11][C:12]1[CH:17]=[CH:16][C:15]([O:18][CH3:19])=[CH:14][CH:13]=1)C1C=CC=CC=1. (2) The reactants are: [NH2:1][C:2]1[CH:10]=[CH:9][C:8]([Cl:11])=[CH:7][C:3]=1[C:4]([NH2:6])=O.[C:12]([C:16]1[CH:24]=[CH:23][C:19]([C:20](Cl)=O)=[CH:18][CH:17]=1)([CH3:15])([CH3:14])[CH3:13].[N:25]1([C:31]([O:33][CH2:34][CH3:35])=[O:32])[CH2:30][CH2:29][NH:28][CH2:27][CH2:26]1. Given the product [C:12]([C:16]1[CH:24]=[CH:23][C:19]([C:20]2[N:6]=[C:4]([N:28]3[CH2:27][CH2:26][N:25]([C:31]([O:33][CH2:34][CH3:35])=[O:32])[CH2:30][CH2:29]3)[C:3]3[C:2](=[CH:10][CH:9]=[C:8]([Cl:11])[CH:7]=3)[N:1]=2)=[CH:18][CH:17]=1)([CH3:15])([CH3:14])[CH3:13], predict the reactants needed to synthesize it. (3) Given the product [NH2:15][C:10]1[O:11][CH2:12][C@H:13]([F:14])[C@:8]([C:6]2[CH:7]=[C:2]([NH:1][C:28]([C:25]3[CH:24]=[CH:23][C:22]([O:21][CH2:20][C:19]([F:32])([F:31])[F:18])=[CH:27][N:26]=3)=[O:29])[CH:3]=[CH:4][C:5]=2[F:17])([CH3:16])[N:9]=1, predict the reactants needed to synthesize it. The reactants are: [NH2:1][C:2]1[CH:3]=[CH:4][C:5]([F:17])=[C:6]([C@:8]2([CH3:16])[C@@H:13]([F:14])[CH2:12][O:11][C:10]([NH2:15])=[N:9]2)[CH:7]=1.[F:18][C:19]([F:32])([F:31])[CH2:20][O:21][C:22]1[CH:23]=[CH:24][C:25]([C:28](O)=[O:29])=[N:26][CH:27]=1. (4) Given the product [NH2:9][C:4]1[CH:3]=[C:2]([Cl:1])[C:7]([Cl:8])=[CH:6][N:5]=1, predict the reactants needed to synthesize it. The reactants are: [Cl:1][C:2]1[C:7]([Cl:8])=[CH:6][N:5]=[C:4]([NH:9]C(=O)C(C)(C)C)[CH:3]=1.Cl.[OH-].[Na+]. (5) Given the product [CH3:28][C:23]1([CH3:29])[C:24]([CH3:27])([CH3:26])[O:25][B:21]([C:2]2[CH:7]=[CH:6][C:5]([C@@H:8]3[CH2:10][C@H:9]3[C:11]([O:13][CH2:14][CH3:15])=[O:12])=[CH:4][CH:3]=2)[O:22]1, predict the reactants needed to synthesize it. The reactants are: Br[C:2]1[CH:7]=[CH:6][C:5]([C@@H:8]2[CH2:10][C@H:9]2[C:11]([O:13][CH2:14][CH3:15])=[O:12])=[CH:4][CH:3]=1.C([O-])(=O)C.[K+].[B:21]1([B:21]2[O:25][C:24]([CH3:27])([CH3:26])[C:23]([CH3:29])([CH3:28])[O:22]2)[O:25][C:24]([CH3:27])([CH3:26])[C:23]([CH3:29])([CH3:28])[O:22]1.O.